Dataset: Catalyst prediction with 721,799 reactions and 888 catalyst types from USPTO. Task: Predict which catalyst facilitates the given reaction. (1) Reactant: [Cl:1][C:2]1[CH:3]=[N:4][N:5]([CH3:36])[C:6]=1[C:7]1[S:8][C:9]([C:12]([NH:14][C@@H:15]([CH2:28][C:29]2[CH:34]=[CH:33][CH:32]=[C:31]([F:35])[CH:30]=2)[CH2:16][N:17]2C(=O)C3C(=CC=CC=3)C2=O)=[O:13])=[CH:10][N:11]=1.NN. Product: [NH2:17][CH2:16][C@@H:15]([NH:14][C:12]([C:9]1[S:8][C:7]([C:6]2[N:5]([CH3:36])[N:4]=[CH:3][C:2]=2[Cl:1])=[N:11][CH:10]=1)=[O:13])[CH2:28][C:29]1[CH:34]=[CH:33][CH:32]=[C:31]([F:35])[CH:30]=1. The catalyst class is: 36. (2) Reactant: Br[C:2]1[C:7]2[CH:8]=[C:9]([C:12]([F:15])([F:14])[F:13])[CH:10]=[CH:11][C:6]=2[O:5][C:4]([CH2:18][F:19])([CH2:16][F:17])[CH:3]=1.C([Li])CCC.[CH3:25][O:26][C:27](=[S:30])OC.[Cl-].[NH4+]. Product: [F:17][CH2:16][C:4]1([CH2:18][F:19])[CH:3]=[C:2]([C:27](=[S:30])[O:26][CH3:25])[C:7]2[CH:8]=[C:9]([C:12]([F:15])([F:14])[F:13])[CH:10]=[CH:11][C:6]=2[O:5]1. The catalyst class is: 310.